Task: Predict the reactants needed to synthesize the given product.. Dataset: Full USPTO retrosynthesis dataset with 1.9M reactions from patents (1976-2016) (1) The reactants are: Cl[C:2]1[CH:7]=[C:6]([C:8]2[CH:13]=[CH:12][C:11]([C:14]([F:17])([F:16])[F:15])=[CH:10][CH:9]=2)[N:5]=[CH:4][N:3]=1.C1N2CC[N:20](CC2)[CH2:19]1. Given the product [F:15][C:14]([F:17])([F:16])[C:11]1[CH:12]=[CH:13][C:8]([C:6]2[N:5]=[CH:4][N:3]=[C:2]([C:19]#[N:20])[CH:7]=2)=[CH:9][CH:10]=1, predict the reactants needed to synthesize it. (2) Given the product [ClH:33].[F:34][CH:22]([F:21])[O:23][C:24]1[CH:25]=[C:26]([S:30]([NH:20][C:18]2[CH:17]=[CH:16][CH:15]=[C:14]([N:11]3[CH2:10][CH2:9][NH:8][CH2:13][CH2:12]3)[CH:19]=2)(=[O:32])=[O:31])[CH:27]=[CH:28][CH:29]=1, predict the reactants needed to synthesize it. The reactants are: C(OC([N:8]1[CH2:13][CH2:12][N:11]([C:14]2[CH:19]=[C:18]([NH2:20])[CH:17]=[CH:16][CH:15]=2)[CH2:10][CH2:9]1)=O)(C)(C)C.[F:21][CH:22]([F:34])[O:23][C:24]1[CH:25]=[C:26]([S:30]([Cl:33])(=[O:32])=[O:31])[CH:27]=[CH:28][CH:29]=1. (3) Given the product [Cl:16][C:17]1[CH:18]=[CH:19][C:20]([O:31][C:2]2[C:11]3[C:6](=[CH:7][C:8]([O:14][CH3:15])=[C:9]([O:12][CH3:13])[CH:10]=3)[N:5]=[CH:4][CH:3]=2)=[C:21]([C:22]([C:24]2[CH:29]=[CH:28][CH:27]=[CH:26][CH:25]=2)=[O:23])[CH:30]=1, predict the reactants needed to synthesize it. The reactants are: Cl[C:2]1[C:11]2[C:6](=[CH:7][C:8]([O:14][CH3:15])=[C:9]([O:12][CH3:13])[CH:10]=2)[N:5]=[CH:4][CH:3]=1.[Cl:16][C:17]1[CH:18]=[CH:19][C:20]([OH:31])=[C:21]([CH:30]=1)[C:22]([C:24]1[CH:29]=[CH:28][CH:27]=[CH:26][CH:25]=1)=[O:23]. (4) Given the product [NH2:70][C:64]1([C:62]#[C:63][C:15]2[CH:16]=[C:17]3[C:12]([CH:11]=[C:10]([CH3:26])[C:9]([C@H:27]([O:33][C:40]([CH3:45])([CH3:41])[CH3:39])[C:28]([OH:30])=[O:29])=[C:8]3[C:5]3[CH:6]=[CH:7][C:2]([Cl:1])=[CH:3][CH:4]=3)=[CH:13][CH:14]=2)[CH2:69][CH2:68][CH2:67][CH2:66][CH2:65]1, predict the reactants needed to synthesize it. The reactants are: [Cl:1][C:2]1[CH:7]=[CH:6][C:5]([C:8]2[C:17]3[C:12](=[CH:13][C:14](OS(C(F)(F)F)(=O)=O)=[CH:15][CH:16]=3)[CH:11]=[C:10]([CH3:26])[C:9]=2[C@H:27]([OH:33])[C:28]([O:30]CC)=[O:29])=[CH:4][CH:3]=1.[BH4-].[Na+].BrC1C=[C:45]2[C:40]([CH:41]=C(C)C(C(=O)C(OCC)=O)=C2C2C=CC(Cl)=CC=2)=[CH:39]C=1.[C:62]([C:64]1([NH2:70])[CH2:69][CH2:68][CH2:67][CH2:66][CH2:65]1)#[CH:63]. (5) Given the product [C:25]([O:29][C:30]([NH:31][C:32]1[CH:37]=[CH:36][CH:35]=[CH:34][C:33]=1[NH:38][C:50]([C:47]1[CH:46]=[CH:45][C:44]([C:42]([O:41][CH3:40])=[O:43])=[CH:49][N:48]=1)=[O:51])=[O:39])([CH3:28])([CH3:26])[CH3:27], predict the reactants needed to synthesize it. The reactants are: CN(C(ON1N=NC2C=CC=NC1=2)=[N+](C)C)C.F[P-](F)(F)(F)(F)F.[C:25]([O:29][C:30](=[O:39])[NH:31][C:32]1[CH:37]=[CH:36][CH:35]=[CH:34][C:33]=1[NH2:38])([CH3:28])([CH3:27])[CH3:26].[CH3:40][O:41][C:42]([C:44]1[CH:45]=[CH:46][C:47]([C:50](O)=[O:51])=[N:48][CH:49]=1)=[O:43].CN1CCOCC1. (6) Given the product [CH3:43][C@H:40]1[CH2:41][CH2:42][C@H:37]([CH2:36][N:24]2[C:23]3[CH:18]=[N:19][C:20]([C:44]#[N:45])=[CH:21][C:22]=3[N:26]=[CH:25]2)[CH2:38][CH2:39]1, predict the reactants needed to synthesize it. The reactants are: C(Cl)(=O)C(Cl)=O.CS(C)=O.ClC1C=C([C:18]2[C:23]3[N:24]([CH2:36][C@H:37]4[CH2:42][CH2:41][C@H:40]([CH3:43])[CH2:39][CH2:38]4)[C:25](N4C[C@H](OC)C[C@H]4CO)=[N:26][C:22]=3[CH:21]=[C:20]([C:44]#[N:45])[N:19]=2)C=NC=1.C(N(CC)CC)C. (7) Given the product [CH2:15]([O:17][C:18](=[O:27])[CH2:19][N:20]1[C:24](=[O:25])/[C:23](=[CH:13]/[C:11]2[O:12][C:8]([C:4]3[CH:5]=[CH:6][CH:7]=[C:2]([I:1])[CH:3]=3)=[CH:9][CH:10]=2)/[S:22][C:21]1=[S:26])[CH3:16], predict the reactants needed to synthesize it. The reactants are: [I:1][C:2]1[CH:3]=[C:4]([C:8]2[O:12][C:11]([CH:13]=O)=[CH:10][CH:9]=2)[CH:5]=[CH:6][CH:7]=1.[CH2:15]([O:17][C:18](=[O:27])[CH2:19][N:20]1[C:24](=[O:25])[CH2:23][S:22][C:21]1=[S:26])[CH3:16].N1CCCCC1.